This data is from Forward reaction prediction with 1.9M reactions from USPTO patents (1976-2016). The task is: Predict the product of the given reaction. (1) The product is: [NH2:33][C:29]1[NH:30][C:31](=[O:32])[C:26]2[CH:25]=[C:24]([CH2:23][CH2:22][CH2:21][C:18]3[S:17][C:16]([C:14]([NH:13][C@@H:5]([CH2:6][CH2:7][C:8]([OH:10])=[O:9])[C:4]([OH:35])=[O:3])=[O:15])=[CH:20][CH:19]=3)[NH:34][C:27]=2[N:28]=1. Given the reactants C([O:3][C:4](=[O:35])[C@@H:5]([NH:13][C:14]([C:16]1[S:17][C:18]([CH2:21][CH2:22][CH2:23][C:24]2[NH:34][C:27]3[N:28]=[C:29]([NH2:33])[NH:30][C:31](=[O:32])[C:26]=3[CH:25]=2)=[CH:19][CH:20]=1)=[O:15])[CH2:6][CH2:7][C:8]([O:10]CC)=[O:9])C.[OH-].[Na+].CO.C(Cl)(Cl)Cl, predict the reaction product. (2) Given the reactants [C:1]1([CH:7]2[NH:12][C:11]3=[C:13]([NH2:17])[CH:14]=[CH:15][CH:16]=[C:10]3[O:9][CH2:8]2)[CH:6]=[CH:5][CH:4]=[CH:3][CH:2]=1.CCN(C(C)C)C(C)C.C1N=CN([C:32](N2C=NC=C2)=[O:33])C=1.CCOC(C)=O, predict the reaction product. The product is: [C:1]1([CH:7]2[N:12]3[C:32](=[O:33])[NH:17][C:13]4=[CH:14][CH:15]=[CH:16][C:10](=[C:11]34)[O:9][CH2:8]2)[CH:2]=[CH:3][CH:4]=[CH:5][CH:6]=1. (3) Given the reactants [Br:1][C:2]1[CH:7]=[CH:6][N:5]=[C:4]2[NH:8][CH:9]=[CH:10][C:3]=12.[H-].[Na+].[CH3:13][S:14](Cl)(=[O:16])=[O:15], predict the reaction product. The product is: [Br:1][C:2]1[CH:7]=[CH:6][N:5]=[C:4]2[N:8]([S:14]([CH3:13])(=[O:16])=[O:15])[CH:9]=[CH:10][C:3]=12. (4) Given the reactants [C:1]([N:8]1[CH2:11][C:10](=O)[CH2:9]1)([O:3][C:4]([CH3:7])([CH3:6])[CH3:5])=[O:2].[F:13][C:14]1[CH:20]=[CH:19][C:17]([NH2:18])=[CH:16][CH:15]=1.[C:21](O)(=O)C.C(O[BH-](OC(=O)C)OC(=O)C)(=O)C.[Na+].C([O-])(O)=O.[Na+], predict the reaction product. The product is: [F:13][C:14]1[CH:20]=[CH:19][C:17]([NH:18][CH:10]2[CH2:11][N:8]([C:1]([O:3][C:4]([CH3:7])([CH3:6])[CH3:5])=[O:2])[CH2:9]2)=[C:16]([CH3:21])[CH:15]=1. (5) Given the reactants [CH2:1]([C:8]1[O:12][N:11]=[C:10]([C:13]([NH:15][C@H:16]2[CH2:22][O:21][C:20]3[CH:23]=[CH:24][C:25]([C:27]([OH:29])=O)=[CH:26][C:19]=3[N:18]([CH3:30])[C:17]2=[O:31])=[O:14])[CH:9]=1)[C:2]1[CH:7]=[CH:6][CH:5]=[CH:4][CH:3]=1.ClC(N(C)C)=C(C)C.[CH3:40][S:41]([NH2:44])(=[O:43])=[O:42], predict the reaction product. The product is: [CH2:1]([C:8]1[O:12][N:11]=[C:10]([C:13]([NH:15][C@H:16]2[CH2:22][O:21][C:20]3[CH:23]=[CH:24][C:25]([C:27]([NH:44][S:41]([CH3:40])(=[O:43])=[O:42])=[O:29])=[CH:26][C:19]=3[N:18]([CH3:30])[C:17]2=[O:31])=[O:14])[CH:9]=1)[C:2]1[CH:7]=[CH:6][CH:5]=[CH:4][CH:3]=1. (6) Given the reactants [CH3:1][C:2]1[CH:3]=[C:4]([NH:16][C:17]2[C:27]3[CH:26]=[C:25]([CH2:28][NH:29]C(=O)OC(C)(C)C)[CH2:24][CH2:23][NH:22][C:21]=3[N:20]=[CH:19][N:18]=2)[CH:5]=[CH:6][C:7]=1[O:8][C:9]1[CH:10]=[N:11][C:12]([CH3:15])=[CH:13][CH:14]=1.[ClH:37], predict the reaction product. The product is: [ClH:37].[ClH:37].[ClH:37].[NH2:29][CH2:28][C:25]1[CH2:24][CH2:23][NH:22][C:21]2[N:20]=[CH:19][N:18]=[C:17]([NH:16][C:4]3[CH:5]=[CH:6][C:7]([O:8][C:9]4[CH:10]=[N:11][C:12]([CH3:15])=[CH:13][CH:14]=4)=[C:2]([CH3:1])[CH:3]=3)[C:27]=2[CH:26]=1.